Dataset: Experimentally validated miRNA-target interactions with 360,000+ pairs, plus equal number of negative samples. Task: Binary Classification. Given a miRNA mature sequence and a target amino acid sequence, predict their likelihood of interaction. (1) The miRNA is mmu-miR-671-3p with sequence UCCGGUUCUCAGGGCUCCACC. The protein sequence of the target gene is MMYALFLLSVGLVMGFVGFSSKPSPIYGGLVLIVSGVVGCVIILNFGGGYMGLMVFLIYLGGMMVVFGYTTAMAIEEYPEAWGSGVEVLVSVLVGLAMEVGLVLWVKEYDGVVVVVNFNSVGSWMIYEGEGSGLIREDPIGAGALYDYGRWLVVVTGWTLFVGVYIVIEIARGN. Result: 0 (no interaction). (2) The protein sequence of the target gene is MSLSFCGNNISSYNINDGVLQNSCFVDALNLVPHVFLLFITFPILFIGWGSQSSKVQIHHNTWLHFPGHNLRWILTFALLFVHVCEIAEGIVSDSRRESRHLHLFMPAVMGFVATTTSIVYYHNIETSNFPKLLLALFLYWVMAFITKTIKLVKYCQSGLDISNLRFCITGMMVILNGLLMAVEINVIRVRRYVFFMNPQKVKPPEDLQDLGVRFLQPFVNLLSKATYWWMNTLIISAHKKPIDLKAIGKLPIAMRAVTNYVCLKDAYEEQKKKVADHPNRTPSIWLAMYRAFGRPILLS.... The miRNA is mmu-miR-675-5p with sequence UGGUGCGGAAAGGGCCCACAGU. Result: 0 (no interaction). (3) The miRNA is hsa-miR-4441 with sequence ACAGGGAGGAGAUUGUA. The protein sequence of the target gene is MHDECTPQQTMSSIQDTKAADIAARGELNVIETATVSPTNGEESHYTNQVQLEKNKTHMSSALVEKENNTSLNGRVLGQEESQNKMFPDNAENEDDKQIEHMTVENINGNREETHGIIQTTETEIQETSESPREEMTTSSIICDISKKYINSTLPNDSENIKHKNNIMEKEYLDVLSDVTGPQVSCYITAPSYVLQQLECRIINHMSSLIVGDNEELVSNVITIECSDKEKRVPFPIGIAIPFTARYRGNYRDIMVKVCDINLQSSYLNPNSLEGMKGGYKGTCASVKVYKLGIFSVVSC.... Result: 1 (interaction). (4) Result: 0 (no interaction). The protein sequence of the target gene is MAFRTICVLVGVFICSICVKGSSQPQARVYLTFDELRETKTSEYFSLSHHPLDYRILLMDEDQDRIYVGSKDHILSLNINNISQEALSVFWPASTIKVEECKMAGKDPTHGCGNFVRVIQTFNRTHLYVCGSGAFSPVCTYLNRGRRSEDQVFMIDSKCESGKGRCSFNPNVNTVSVMINEELFSGMYIDFMGTDAAIFRSLTKRNAVRTDQHNSKWLSEPMFVDAHVIPDGTDPNDAKVYFFFKEKLTDNNRSTKQIHSMIARICPNDTGGLRSLVNKWTTFLKARLVCSVTDEDGPET.... The miRNA is hsa-miR-4699-3p with sequence AAUUUACUCUGCAAUCUUCUCC. (5) The miRNA is mmu-miR-878-5p with sequence UAUCUAGUUGGAUGUCAAGACA. The protein sequence of the target gene is MAGRVKWVTDIEKSVLINNFEKRGWIQVTENEDWNFYWMSVQTIRNVFSVETGYRLSDDQIVNHFPNHYELTRKDLMVKNIKRYRKELEKEGSPLAEKDENGKYLYLDFVPVTYMLPADYNLFVEEFRKSPSSTWIMKPCGKAQGKGIFLINKLSQIKKWSRDSKTSSFVSQSTKEAYVISVYINNPLLIGGRKFDLRLYVLVSTYRPLRCYMYKLGFCRFCTVKYTPSTSELDNMFVHLTNVAIQKHGEDYNHIHGGKWTVNNLRLYLESTRGREVTSKLFDEIHWIIVQSLKAVAPVM.... Result: 0 (no interaction).